From a dataset of Catalyst prediction with 721,799 reactions and 888 catalyst types from USPTO. Predict which catalyst facilitates the given reaction. (1) Reactant: C([NH:9][C@@H:10]1[CH2:15][CH2:14][CH2:13][CH2:12][C@@H:11]1[C:16]([OH:18])=[O:17])(=O)C1C=CC=CC=1. Product: [NH2:9][C@@H:10]1[CH2:15][CH2:14][CH2:13][CH2:12][C@@H:11]1[C:16]([OH:18])=[O:17]. The catalyst class is: 33. (2) Reactant: I[C:2]1[CH:3]=[C:4]([C:8]2[N:9]=[C:10]3[C:16]([C:17](=[O:22])[C:18]([CH3:21])([CH3:20])[CH3:19])=[CH:15][N:14](COCC[Si](C)(C)C)[C:11]3=[N:12][CH:13]=2)[CH:5]=[CH:6][CH:7]=1.Cl.[F:32][C:33]([F:44])([F:43])[C:34]1[N:38]2[CH2:39][CH2:40][NH:41][CH2:42][C:37]2=[N:36][N:35]=1.CC(C)([O-])C.[Na+]. Product: [CH3:19][C:18]([CH3:20])([CH3:21])[C:17]([C:16]1[C:10]2[C:11](=[N:12][CH:13]=[C:8]([C:4]3[CH:5]=[CH:6][CH:7]=[C:2]([N:41]4[CH2:40][CH2:39][N:38]5[C:34]([C:33]([F:44])([F:32])[F:43])=[N:35][N:36]=[C:37]5[CH2:42]4)[CH:3]=3)[N:9]=2)[NH:14][CH:15]=1)=[O:22]. The catalyst class is: 109. (3) Reactant: [F:1][C:2]1[CH:3]=[C:4]([CH:11]=[CH:12][C:13]=1[F:14])[CH:5]=[C:6]([C:9]#[N:10])[C:7]#[N:8].[BH4-].[Na+]. Product: [F:1][C:2]1[CH:3]=[C:4]([CH:11]=[CH:12][C:13]=1[F:14])[CH2:5][CH:6]([C:7]#[N:8])[C:9]#[N:10]. The catalyst class is: 8.